This data is from Full USPTO retrosynthesis dataset with 1.9M reactions from patents (1976-2016). The task is: Predict the reactants needed to synthesize the given product. (1) Given the product [CH2:1]([N:8]1[CH2:13][CH2:12][C:11]([C:14]2[CH:19]=[CH:18][CH:17]=[C:16]([O:20][CH3:21])[CH:15]=2)([C:22]2[CH:27]=[CH:26][C:25]([C:37]3[S:36][CH:40]=[CH:39][CH:38]=3)=[CH:24][CH:23]=2)[CH2:10][CH2:9]1)[C:2]1[CH:3]=[CH:4][CH:5]=[CH:6][CH:7]=1, predict the reactants needed to synthesize it. The reactants are: [CH2:1]([N:8]1[CH2:13][CH2:12][C:11]([C:22]2[CH:27]=[CH:26][C:25](OS(C(F)(F)F)(=O)=O)=[CH:24][CH:23]=2)([C:14]2[CH:19]=[CH:18][CH:17]=[C:16]([O:20][CH3:21])[CH:15]=2)[CH2:10][CH2:9]1)[C:2]1[CH:7]=[CH:6][CH:5]=[CH:4][CH:3]=1.[S:36]1[CH:40]=[CH:39][CH:38]=[C:37]1B(O)O.C(=O)([O-])[O-].[Na+].[Na+]. (2) Given the product [O:35]=[C:26]1[C:27]2[C:28](=[CH:31][CH:32]=[CH:33][CH:34]=2)[C:29](=[O:30])[N:25]1[O:12][CH2:11][CH2:10][CH2:9][O:8][C:6]1[CH:7]=[C:2]([Cl:1])[CH:3]=[C:4]([C:13]([N:15]([CH:19]2[CH2:20][CH2:21][CH2:22][CH2:23]2)[CH2:16][CH:17]=[CH2:18])=[O:14])[CH:5]=1, predict the reactants needed to synthesize it. The reactants are: [Cl:1][C:2]1[CH:3]=[C:4]([C:13]([N:15]([CH:19]2[CH2:23][CH2:22][CH2:21][CH2:20]2)[CH2:16][CH:17]=[CH2:18])=[O:14])[CH:5]=[C:6]([O:8][CH2:9][CH2:10][CH2:11][OH:12])[CH:7]=1.O[N:25]1[C:29](=[O:30])[C:28]2=[CH:31][CH:32]=[CH:33][CH:34]=[C:27]2[C:26]1=[O:35].C1(P(C2C=CC=CC=2)C2C=CC=CC=2)C=CC=CC=1.CCOC(/N=N/C(OCC)=O)=O. (3) Given the product [Br:1][C:2]1[CH:11]=[CH:10][C:5]([C:6]([O:8][CH3:9])=[O:7])=[CH:4][C:3]=1[O:12][CH2:4][CH:5]([CH3:10])[CH3:6], predict the reactants needed to synthesize it. The reactants are: [Br:1][C:2]1[CH:11]=[CH:10][C:5]([C:6]([O:8][CH3:9])=[O:7])=[CH:4][C:3]=1[OH:12].